From a dataset of Experimentally validated miRNA-target interactions with 360,000+ pairs, plus equal number of negative samples. Binary Classification. Given a miRNA mature sequence and a target amino acid sequence, predict their likelihood of interaction. (1) The miRNA is hsa-miR-4695-5p with sequence CAGGAGGCAGUGGGCGAGCAGG. The protein sequence of the target gene is MERKDFETWLDNISVTFLSLTDLQKNETLDHLISLSGAVQLRHLSNNLETLLKRDFLKLLPLELSFYLLKWLDPQTLLTCCLVSKQWNKVISACTEVWQTACKNLGWQIDDSVQDALHWKKVYLKAILRMKQLEDHEAFETSSLIGHSARVYALYYKDGLLCTGSDDLSAKLWDVSTGQCVYGIQTHTCAAVKFDEQKLVTGSFDNTVACWEWSSGARTQHFRGHTGAVFSVDYNDELDILVSGSADFTVKVWALSAGTCLNTLTGHTEWVTKVVLQKCKVKSLLHSPGDYILLSADKYE.... Result: 1 (interaction). (2) The miRNA is hsa-miR-4292 with sequence CCCCUGGGCCGGCCUUGG. The protein sequence of the target gene is MLSPANGEQIHLVNYVEDYLDSIESLPFDLQRNVSLMREIDAKYQEILKELDDYYEKFKRETDGTQKRRVLHCIQRALIRSQELGDEKIQIVSQMVELVENRSRQVDSHVELFEAHQDISDGTGGSGKAGQDKSKSEAITQADKPNNKRSRRQRNNENRENASNNHDHDDITSGTPKEKKAKTSKKKKRSKAKAEREASPADLPIDPNEPTYCLCNQVSYGEMIGCDNDECPIEWFHFSCVGLNHKPKGKWYCPKCRGESEKTMDKALEKSKKERAYNR. Result: 0 (no interaction). (3) The miRNA is mmu-miR-22-3p with sequence AAGCUGCCAGUUGAAGAACUGU. The protein sequence of the target gene is MAAAVPRRPTQQGTVTFEDVAVNFSQEEWCLLSEAQRCLYRDVMLENLALISSLGCWCGSKDEEAPCKQRISVQRESQSRTPRAGVSPKKAHPCEMCGLILEDVFHFADHQETHHKQKLNRSGACGKNLDDTAYLHQHQKQHIGEKFYRKSVREASFVKKRKLRVSQEPFVFREFGKDVLPSSGLCQEEAAVEKTDSETMHGPPFQEGKTNYSCGKRTKAFSTKHSVIPHQKLFTRDGCYVCSDCGKSFSRYVSFSNHQRDHTAKGPYDCGECGKSYSRKSSLIQHQRVHTGQTAYPCEE.... Result: 0 (no interaction). (4) The miRNA is hsa-miR-4789-3p with sequence CACACAUAGCAGGUGUAUAUA. The protein sequence of the target gene is MAVFLEAKDAHSVLKRFPRANEFLEELRQGTIERECMEEICSYEEVKEVFENKEKTMEFWKGYPNAVYSVRDPSQSSDAMYVVVPLLGVALLIVIALFIIWRCQLQKATRHHPSYAQNRYLASRAGHTLPRVMVYRGTVHSQGEPSGHREAANSPQVVLGPSRGGRTTVRLESTLYLPELSLSRLSSTTPPPSYEEVTAPQESSSEEASVSYSDPPPKYEEIVAANPGADK. Result: 1 (interaction).